Dataset: Forward reaction prediction with 1.9M reactions from USPTO patents (1976-2016). Task: Predict the product of the given reaction. Given the reactants [NH2:1][C:2]1[CH:3]=[C:4]([CH:16]=[CH:17][C:18]=1[NH:19][CH2:20][CH2:21][CH2:22][N:23]([CH3:32])[CH2:24][CH2:25][C:26]1[CH:31]=[CH:30][CH:29]=[CH:28][N:27]=1)[C:5]([N:7]([CH2:12][CH:13]([CH3:15])[CH3:14])[CH2:8][CH:9]([CH3:11])[CH3:10])=[O:6].[C:33](N1C=CN=C1)(N1C=CN=C1)=[S:34], predict the reaction product. The product is: [CH2:12]([N:7]([CH2:8][CH:9]([CH3:11])[CH3:10])[C:5]([C:4]1[CH:16]=[CH:17][C:18]2[N:19]([CH2:20][CH2:21][CH2:22][N:23]([CH3:32])[CH2:24][CH2:25][C:26]3[CH:31]=[CH:30][CH:29]=[CH:28][N:27]=3)[C:33](=[S:34])[NH:1][C:2]=2[CH:3]=1)=[O:6])[CH:13]([CH3:14])[CH3:15].